This data is from Catalyst prediction with 721,799 reactions and 888 catalyst types from USPTO. The task is: Predict which catalyst facilitates the given reaction. (1) Reactant: [CH2:1]([O:3][C:4](=[O:15])[C:5]1[CH:10]=[C:9]([NH2:11])[C:8]([NH:12][CH3:13])=[CH:7][C:6]=1[F:14])[CH3:2].[Cl:16][C:17]1[CH:22]=[CH:21][CH:20]=[C:19]([Cl:23])[C:18]=1[N:24]=[C:25]=[S:26]. Product: [CH2:1]([O:3][C:4](=[O:15])[C:5]1[CH:10]=[C:9]([NH:11][C:25]([NH:24][C:18]2[C:19]([Cl:23])=[CH:20][CH:21]=[CH:22][C:17]=2[Cl:16])=[S:26])[C:8]([NH:12][CH3:13])=[CH:7][C:6]=1[F:14])[CH3:2]. The catalyst class is: 449. (2) Reactant: [CH2:1]([N:8]1[CH2:12][C@H:11]([CH3:13])[C@H:10](O)[CH2:9]1)[C:2]1[CH:7]=[CH:6][CH:5]=[CH:4][CH:3]=1.[CH2:15]([N:17](CC)CC)C.CS(Cl)(=O)=O.O. Product: [CH2:1]([N:8]1[CH2:12][C@H:11]([CH3:13])[C@H:10]([C:15]#[N:17])[CH2:9]1)[C:2]1[CH:7]=[CH:6][CH:5]=[CH:4][CH:3]=1. The catalyst class is: 4.